From a dataset of Full USPTO retrosynthesis dataset with 1.9M reactions from patents (1976-2016). Predict the reactants needed to synthesize the given product. (1) Given the product [F:16][C:15]1[C:7]([B:27]2[O:28][C:29]([CH3:31])([CH3:30])[C:25]([CH3:41])([CH3:24])[O:26]2)=[CH:8][C:9]2[O:13][CH2:12][CH2:11][C:10]=2[CH:14]=1, predict the reactants needed to synthesize it. The reactants are: FC(F)(F)S(O[C:7]1[C:15]([F:16])=[CH:14][C:10]2[CH2:11][CH2:12][O:13][C:9]=2[CH:8]=1)(=O)=O.C([O-])(=O)C.[K+].[CH3:24][C:25]1([CH3:41])[C:29]([CH3:31])([CH3:30])[O:28][B:27]([B:27]2[O:28][C:29]([CH3:31])([CH3:30])[C:25]([CH3:41])([CH3:24])[O:26]2)[O:26]1.C(Cl)Cl. (2) Given the product [C:8]([C:11]1[CH:44]=[CH:43][C:14]2[NH:15][C:16]([C:18]3[CH:19]=[C:20]([C:36]([CH3:42])([CH3:41])[C:37]([OH:39])=[O:38])[CH:21]=[C:22]([C:26]4[CH:31]=[C:30]([C:32]#[N:33])[CH:29]=[CH:28][C:27]=4[OH:34])[C:23]=3[OH:24])=[N:17][C:13]=2[CH:12]=1)(=[NH:9])[NH2:10], predict the reactants needed to synthesize it. The reactants are: Cl.N1C=CC=CC=1.[C:8]([C:11]1[CH:44]=[CH:43][C:14]2[NH:15][C:16]([C:18]3[CH:19]=[C:20]([C:36]([CH3:42])([CH3:41])[C:37]([O:39]C)=[O:38])[CH:21]=[C:22]([C:26]4[CH:31]=[C:30]([C:32]#[N:33])[CH:29]=[CH:28][C:27]=4[O:34]C)[C:23]=3[O:24]C)=[N:17][C:13]=2[CH:12]=1)(=[NH:10])[NH2:9]. (3) Given the product [CH3:1][S:2]([C:5]1[CH:10]=[CH:9][C:8]([N:11]=[CH:18][C:17]2[CH:20]=[CH:21][CH:22]=[C:15]([N+:12]([O-:14])=[O:13])[CH:16]=2)=[CH:7][CH:6]=1)(=[O:3])=[O:4], predict the reactants needed to synthesize it. The reactants are: [CH3:1][S:2]([C:5]1[CH:10]=[CH:9][C:8]([NH2:11])=[CH:7][CH:6]=1)(=[O:4])=[O:3].[N+:12]([C:15]1[CH:16]=[C:17]([CH:20]=[CH:21][CH:22]=1)[CH:18]=O)([O-:14])=[O:13]. (4) Given the product [F:1][C:2]1[CH:7]=[CH:6][C:5]([CH2:8][C:9]2[NH:10][C:11]([C:24]3[CH:29]=[CH:28][CH:27]=[C:26]([CH3:30])[N:25]=3)=[C:12]([C:14]3[CH:15]=[C:16]4[C:21](=[CH:22][CH:23]=3)[N:20]=[CH:19][CH:18]=[CH:17]4)[N:13]=2)=[CH:4][C:3]=1[O:31][CH2:34][CH2:35][N:36]1[CH2:40][CH2:39][CH2:38][CH2:37]1, predict the reactants needed to synthesize it. The reactants are: [F:1][C:2]1[CH:7]=[CH:6][C:5]([CH2:8][C:9]2[NH:10][C:11]([C:24]3[CH:29]=[CH:28][CH:27]=[C:26]([CH3:30])[N:25]=3)=[C:12]([C:14]3[CH:15]=[C:16]4[C:21](=[CH:22][CH:23]=3)[N:20]=[CH:19][CH:18]=[CH:17]4)[N:13]=2)=[CH:4][C:3]=1[OH:31].Cl.Cl[CH2:34][CH2:35][N:36]1[CH2:40][CH2:39][CH2:38][CH2:37]1.C([O-])([O-])=O.[K+].[K+]. (5) The reactants are: Cl[CH:2]1[CH2:7][CH2:6][N:5]([CH3:8])[CH2:4][CH2:3]1.C(Br)C.N#N.[F:14][C:15]1[CH:22]=[CH:21][CH:20]=[CH:19][C:16]=1C#N.[NH4+].[Cl-]. Given the product [F:14][C:15]1[CH:22]=[CH:21][CH:20]=[CH:19][C:16]=1[CH:2]1[CH2:7][CH2:6][N:5]([CH3:8])[CH2:4][CH2:3]1, predict the reactants needed to synthesize it. (6) Given the product [CH:22]([N:21]([CH:25]([CH3:26])[CH3:27])[CH2:20][CH2:19][C@@H:18]([C:13]1[CH:12]=[C:11]([CH2:10][CH2:9][O:8][C:7]2[CH:6]=[CH:5][C:4]([CH2:3][CH2:2][NH:1][C:41]([CH:36]3[CH2:40][CH2:39][CH2:38][CH2:37]3)=[O:42])=[CH:35][CH:34]=2)[CH:16]=[CH:15][C:14]=1[OH:17])[C:28]1[CH:29]=[CH:30][CH:31]=[CH:32][CH:33]=1)([CH3:24])[CH3:23], predict the reactants needed to synthesize it. The reactants are: [NH2:1][CH2:2][CH2:3][C:4]1[CH:35]=[CH:34][C:7]([O:8][CH2:9][CH2:10][C:11]2[CH:16]=[CH:15][C:14]([OH:17])=[C:13]([C@@H:18]([C:28]3[CH:33]=[CH:32][CH:31]=[CH:30][CH:29]=3)[CH2:19][CH2:20][N:21]([CH:25]([CH3:27])[CH3:26])[CH:22]([CH3:24])[CH3:23])[CH:12]=2)=[CH:6][CH:5]=1.[CH:36]1([C:41](O)=[O:42])[CH2:40][CH2:39][CH2:38][CH2:37]1. (7) Given the product [CH3:16][O:17][C:18]([C@H:20]1[CH2:25][CH2:24][C@H:23]([C:26]2[NH:2][CH:3]=[C:4]([C:6]3[CH:11]=[CH:10][CH:9]=[C:8]([C:12]([F:15])([F:14])[F:13])[CH:7]=3)[N:31]=2)[CH2:22][CH2:21]1)=[O:19], predict the reactants needed to synthesize it. The reactants are: Cl.[NH2:2][CH2:3][C:4]([C:6]1[CH:11]=[CH:10][CH:9]=[C:8]([C:12]([F:15])([F:14])[F:13])[CH:7]=1)=O.[CH3:16][O:17][C:18]([C@H:20]1[CH2:25][CH2:24][C@H:23]([C:26](O)=O)[CH2:22][CH2:21]1)=[O:19].C([N:31](CC)CC)C.F[P-](F)(F)(F)(F)F.N1(O[P+](N(C)C)(N(C)C)N(C)C)C2C=CC=CC=2N=N1.